The task is: Predict the reaction yield, written as a fraction of the theoretical maximum amount of product (1.0 means a 100% yield; for example, 0.34 means a 34% yield).. This data is from Reaction yield outcomes from USPTO patents with 853,638 reactions. (1) The catalyst is O1CCOCC1.CO. The yield is 0.471. The reactants are [CH2:1]([NH:5][C@:6]12[CH2:41][CH2:40][C@@H:39]([C:42]([CH3:44])=[CH2:43])[C@@H:7]1[C@@H:8]1[C@@:21]([CH3:24])([CH2:22][CH2:23]2)[C@@:20]2([CH3:25])[C@@H:11]([C@:12]3([CH3:38])[C@@H:17]([CH2:18][CH2:19]2)[C:16]([CH3:27])([CH3:26])[C:15]([C:28]2[CH:37]=[CH:36][C:31]([C:32]([O:34]C)=[O:33])=[CH:30][CH:29]=2)=[CH:14][CH2:13]3)[CH2:10][CH2:9]1)[CH:2]([CH3:4])[CH3:3].[OH-].[Na+]. The product is [CH2:1]([NH:5][C@:6]12[CH2:41][CH2:40][C@@H:39]([C:42]([CH3:44])=[CH2:43])[C@@H:7]1[C@@H:8]1[C@@:21]([CH3:24])([CH2:22][CH2:23]2)[C@@:20]2([CH3:25])[C@@H:11]([C@:12]3([CH3:38])[C@@H:17]([CH2:18][CH2:19]2)[C:16]([CH3:26])([CH3:27])[C:15]([C:28]2[CH:29]=[CH:30][C:31]([C:32]([OH:34])=[O:33])=[CH:36][CH:37]=2)=[CH:14][CH2:13]3)[CH2:10][CH2:9]1)[CH:2]([CH3:4])[CH3:3]. (2) The reactants are [Br:1][C:2]1[CH:10]=[CH:9][C:5]2[CH:6]=[CH:7][S:8][C:4]=2[C:3]=1[OH:11].[C:12](=O)([O-])[O-].[K+].[K+].S(OC)(OC)(=O)=O. The catalyst is CC(C)=O. The product is [Br:1][C:2]1[CH:10]=[CH:9][C:5]2[CH:6]=[CH:7][S:8][C:4]=2[C:3]=1[O:11][CH3:12]. The yield is 0.840. (3) The reactants are [NH2:1][C:2]1[N:3]=[N:4][C:5]([C:8]2[CH:17]=[CH:16][C:11]([C:12]([O:14][CH3:15])=[O:13])=[CH:10][CH:9]=2)=[CH:6][N:7]=1.Cl[CH:19]([CH:22]([C:24]1[CH:25]=[C:26]2[C:31](=[CH:32][CH:33]=1)[N:30]=[CH:29][CH:28]=[CH:27]2)[CH3:23])[CH:20]=O.C(N(CC)CC)C. The catalyst is C(O)(C)C. The product is [N:30]1[C:31]2[C:26](=[CH:25][C:24]([CH:22]([C:19]3[N:3]4[N:4]=[C:5]([C:8]5[CH:9]=[CH:10][C:11]([C:12]([O:14][CH3:15])=[O:13])=[CH:16][CH:17]=5)[CH:6]=[N:7][C:2]4=[N:1][CH:20]=3)[CH3:23])=[CH:33][CH:32]=2)[CH:27]=[CH:28][CH:29]=1. The yield is 0.220. (4) The reactants are [Br:1][C:2]1[CH:15]=[C:14]2[C:5]([O:6][CH:7]3[CH:12]([C:13]42[C:19](=[O:20])[N:18]([CH3:21])[C:17](=S)[NH:16]4)[CH2:11][CH2:10][CH:9]([O:23][Si:24]([C:27]([CH3:30])([CH3:29])[CH3:28])([CH3:26])[CH3:25])[CH2:8]3)=[CH:4][CH:3]=1.[NH3:31].C(OO)(C)(C)C. No catalyst specified. The product is [NH2:31][C:17]1[N:18]([CH3:21])[C:19](=[O:20])[C:13]2([N:16]=1)[CH:12]1[CH:7]([CH2:8][CH:9]([O:23][Si:24]([C:27]([CH3:28])([CH3:30])[CH3:29])([CH3:26])[CH3:25])[CH2:10][CH2:11]1)[O:6][C:5]1[C:14]2=[CH:15][C:2]([Br:1])=[CH:3][CH:4]=1. The yield is 0.600. (5) The reactants are [CH3:1][O:2][C:3](=[O:17])[C:4]1[CH:9]=[C:8]([S:10]([CH:13]([CH3:15])[CH3:14])(=[O:12])=[O:11])[N:7]=[C:6](Cl)[CH:5]=1.C(N(CC)C(C)C)(C)C.[CH2:27]([NH2:30])[C:28]#[CH:29]. The catalyst is C1COCC1. The product is [CH3:1][O:2][C:3](=[O:17])[C:4]1[CH:5]=[C:6]([NH:30][CH2:27][C:28]#[CH:29])[N:7]=[C:8]([S:10]([CH:13]([CH3:15])[CH3:14])(=[O:12])=[O:11])[CH:9]=1. The yield is 0.190. (6) The reactants are [Br:1][C:2]1[CH:3]=[C:4]([NH:10][C:11]2[N:16]=[CH:15][C:14]([N:17]3[CH2:22][CH2:21][N:20](C(OC(C)(C)C)=O)[CH2:19][C@@H:18]3[CH2:30][CH3:31])=[CH:13][CH:12]=2)[C:5](=[O:9])[N:6]([CH3:8])[CH:7]=1.Cl.O1CCOCC1. The catalyst is ClCCl. The product is [Br:1][C:2]1[CH:3]=[C:4]([NH:10][C:11]2[CH:12]=[CH:13][C:14]([N:17]3[CH2:22][CH2:21][NH:20][CH2:19][C@@H:18]3[CH2:30][CH3:31])=[CH:15][N:16]=2)[C:5](=[O:9])[N:6]([CH3:8])[CH:7]=1. The yield is 0.660. (7) The reactants are [F:1][C:2]1[CH:3]=[C:4]([C:9](=[O:11])[CH3:10])[CH:5]=[CH:6][C:7]=1[CH3:8].[O:12]=[C:13]([C:19]([O:21][CH2:22][CH3:23])=[O:20])[C:14]([O:16][CH2:17][CH3:18])=[O:15]. No catalyst specified. The product is [CH2:17]([O:16][C:14]([C:13]([OH:12])([CH2:10][C:9]([C:4]1[CH:5]=[CH:6][C:7]([CH3:8])=[C:2]([F:1])[CH:3]=1)=[O:11])[C:19]([O:21][CH2:22][CH3:23])=[O:20])=[O:15])[CH3:18]. The yield is 0.793. (8) The reactants are C([N:8](CC1C=CC=CC=1)[CH2:9][C:10]([F:16])([F:15])[C:11]([CH3:14])([OH:13])[CH3:12])C1C=CC=CC=1. The catalyst is CO.[Pd].[OH-].[Pd+2].[OH-]. The product is [NH2:8][CH2:9][C:10]([F:16])([F:15])[C:11]([CH3:14])([OH:13])[CH3:12]. The yield is 0.910. (9) The reactants are Cl[C:2]1[C:7]([C:8]([F:11])([F:10])[F:9])=[CH:6][CH:5]=[CH:4][N:3]=1.ClCCl.[CH3:15][N:16](C)C=O. The catalyst is C(OCC)(=O)C.[C-]#N.[Zn+2].[C-]#N.[Zn]. The product is [C:15]([C:2]1[C:7]([C:8]([F:11])([F:10])[F:9])=[CH:6][CH:5]=[CH:4][N:3]=1)#[N:16]. The yield is 0.980. (10) The reactants are [CH2:1]([S:3][C:4]1[C:5]([C:17]2[CH:22]=[CH:21][CH:20]=[CH:19][CH:18]=2)=[N:6][C:7]2[C:12]([C:13]=1[C:14]([OH:16])=O)=[CH:11][CH:10]=[CH:9][CH:8]=2)[CH3:2].C1C=C2N=NN(O)C2=CC=1.O.CN1CCOCC1.C(Cl)CCl.[C:45]1([C@@H:51]([NH2:54])[CH2:52][CH3:53])[CH:50]=[CH:49][CH:48]=[CH:47][CH:46]=1. The catalyst is C(Cl)Cl. The product is [CH2:1]([S:3][C:4]1[C:5]([C:17]2[CH:22]=[CH:21][CH:20]=[CH:19][CH:18]=2)=[N:6][C:7]2[C:12]([C:13]=1[C:14]([NH:54][C@H:51]([C:45]1[CH:50]=[CH:49][CH:48]=[CH:47][CH:46]=1)[CH2:52][CH3:53])=[O:16])=[CH:11][CH:10]=[CH:9][CH:8]=2)[CH3:2]. The yield is 0.850.